From a dataset of Reaction yield outcomes from USPTO patents with 853,638 reactions. Predict the reaction yield, written as a fraction of the theoretical maximum amount of product (1.0 means a 100% yield; for example, 0.34 means a 34% yield). (1) The reactants are [CH3:1][O:2][CH2:3][C:4]([NH:6][C:7]1[CH:12]=[C:11]([O:13][C:14]2[C:23]3[C:18](=[CH:19][CH:20]=[CH:21][CH:22]=3)[C:17]([N+:24]([O-])=O)=[CH:16][CH:15]=2)[CH:10]=[CH:9][N:8]=1)=[O:5].C([O-])([O-])=O.[Na+].[Na+]. The catalyst is C(O)(=O)C.[Fe]. The product is [NH2:24][C:17]1[C:18]2[C:23](=[CH:22][CH:21]=[CH:20][CH:19]=2)[C:14]([O:13][C:11]2[CH:10]=[CH:9][N:8]=[C:7]([NH:6][C:4](=[O:5])[CH2:3][O:2][CH3:1])[CH:12]=2)=[CH:15][CH:16]=1. The yield is 0.780. (2) The yield is 0.550. The product is [CH2:1]([O:3][C:4](=[O:31])[C:5]([CH3:30])([O:23][C:24]1[CH:29]=[CH:28][CH:27]=[CH:26][CH:25]=1)[CH2:6][C:7]1[CH:8]=[CH:9][C:10]([O:13][CH2:14][CH2:15][CH:16]2[CH2:20][N:19]([CH2:39][C:38]3[CH:41]=[CH:42][CH:43]=[C:36]([O:35][CH3:34])[CH:37]=3)[C:18](=[O:21])[N:17]2[CH3:22])=[CH:11][CH:12]=1)[CH3:2]. The catalyst is CN(C=O)C.[I-].C([N+](CCCC)(CCCC)CCCC)CCC. The reactants are [CH2:1]([O:3][C:4](=[O:31])[C:5]([CH3:30])([O:23][C:24]1[CH:29]=[CH:28][CH:27]=[CH:26][CH:25]=1)[CH2:6][C:7]1[CH:12]=[CH:11][C:10]([O:13][CH2:14][CH2:15][CH:16]2[CH2:20][NH:19][C:18](=[O:21])[N:17]2[CH3:22])=[CH:9][CH:8]=1)[CH3:2].[H-].[Na+].[CH3:34][O:35][C:36]1[CH:37]=[C:38]([CH:41]=[CH:42][CH:43]=1)[CH2:39]Br. (3) The reactants are [CH2:1]([O:3][C:4](=[O:22])[CH2:5][NH:6][CH2:7][CH2:8][NH:9][S:10]([C:13]1[S:14][C:15]2[CH:21]=[CH:20][CH:19]=[CH:18][C:16]=2[N:17]=1)(=[O:12])=[O:11])[CH3:2].[CH2:23]([O:33][C:34]([NH:36][C:37]1[CH:42]=[CH:41][N:40]([CH2:43][C:44](O)=[O:45])[C:39](=[O:47])[N:38]=1)=[O:35])[C:24]1[CH:32]=[CH:31][C:30]2[O:29][CH2:28][O:27][C:26]=2[CH:25]=1. No catalyst specified. The product is [CH2:1]([O:3][C:4](=[O:22])[CH2:5][N:6]([CH2:7][CH2:8][NH:9][S:10]([C:13]1[S:14][C:15]2[CH:21]=[CH:20][CH:19]=[CH:18][C:16]=2[N:17]=1)(=[O:12])=[O:11])[C:44](=[O:45])[CH2:43][N:40]1[CH:41]=[CH:42][C:37]([NH:36][C:34]([O:33][CH2:23][C:24]2[CH:32]=[CH:31][C:30]3[O:29][CH2:28][O:27][C:26]=3[CH:25]=2)=[O:35])=[N:38][C:39]1=[O:47])[CH3:2]. The yield is 0.860. (4) The reactants are [CH2:1]([N:8]1[C:12]([S:13]([NH2:16])(=[O:15])=[O:14])=[C:11]([N+:17]([O-])=O)[N:10]=[CH:9]1)[C:2]1[CH:7]=[CH:6][CH:5]=[CH:4][CH:3]=1. The catalyst is C(O)(=O)C.O1CCOCC1.[Fe]. The product is [NH2:17][C:11]1[N:10]=[CH:9][N:8]([CH2:1][C:2]2[CH:3]=[CH:4][CH:5]=[CH:6][CH:7]=2)[C:12]=1[S:13]([NH2:16])(=[O:15])=[O:14]. The yield is 0.460. (5) The yield is 0.760. The reactants are [F:1][C:2]1[CH:7]=[CH:6][CH:5]=[CH:4][C:3]=1[N:8]1[C:16]2[C:11](=[C:12]([N:17]3[CH2:21][CH2:20][NH:19][C:18]3=[O:22])[CH:13]=[CH:14][CH:15]=2)[CH:10]=[N:9]1.[H-].[Na+].Cl[CH2:26][C:27]1[O:28][C:29]([CH:32]2[CH2:35][CH2:34][CH2:33]2)=[N:30][N:31]=1. The catalyst is O1CCCC1. The product is [CH:32]1([C:29]2[O:28][C:27]([CH2:26][N:19]3[CH2:20][CH2:21][N:17]([C:12]4[CH:13]=[CH:14][CH:15]=[C:16]5[C:11]=4[CH:10]=[N:9][N:8]5[C:3]4[CH:4]=[CH:5][CH:6]=[CH:7][C:2]=4[F:1])[C:18]3=[O:22])=[N:31][N:30]=2)[CH2:35][CH2:34][CH2:33]1. (6) The reactants are [Cl:1][C:2]1[N:7]=[C:6]([NH:8][C:9]2[CH:10]=[C:11]([CH2:15][CH2:16][C:17]3[CH:22]=[CH:21][N:20]=[C:19]([NH:23]C(=O)OC(C)(C)C)[CH:18]=3)[CH:12]=[CH:13][CH:14]=2)[C:5]([Cl:31])=[CH:4][N:3]=1.[ClH:32]. The catalyst is O1CCOCC1. The product is [ClH:1].[ClH:32].[NH2:23][C:19]1[CH:18]=[C:17]([CH2:16][CH2:15][C:11]2[CH:10]=[C:9]([NH:8][C:6]3[C:5]([Cl:31])=[CH:4][N:3]=[C:2]([Cl:1])[N:7]=3)[CH:14]=[CH:13][CH:12]=2)[CH:22]=[CH:21][N:20]=1. The yield is 1.00. (7) The reactants are [Br:1][C:2]1[CH:7]=[C:6]([F:8])[C:5]([NH:9][C:10]([NH:12][NH:13][C:14](=O)[CH2:15][C@@H:16]2[CH2:20][CH2:19][N:18]([C:21]([CH:23]3[CH2:25][CH2:24]3)=[O:22])[CH2:17]2)=[O:11])=[C:4]([F:27])[CH:3]=1.C(=O)([O-])[O-].[K+].[K+]. The catalyst is O. The product is [Br:1][C:2]1[CH:7]=[C:6]([F:8])[C:5]([N:9]2[C:14]([CH2:15][C@@H:16]3[CH2:20][CH2:19][N:18]([C:21]([CH:23]4[CH2:25][CH2:24]4)=[O:22])[CH2:17]3)=[N:13][NH:12][C:10]2=[O:11])=[C:4]([F:27])[CH:3]=1. The yield is 0.130.